From a dataset of Catalyst prediction with 721,799 reactions and 888 catalyst types from USPTO. Predict which catalyst facilitates the given reaction. (1) Reactant: [NH2:1][C:2]1[S:3][CH:4]=[CH:5][C:6]=1[C:7]([O:9][C:10]([CH3:13])([CH3:12])[CH3:11])=[O:8].CCN(C(C)C)C(C)C.[C:23](O[C:23]([C:25]([F:28])([F:27])[F:26])=[O:24])([C:25]([F:28])([F:27])[F:26])=[O:24]. Product: [F:26][C:25]([F:28])([F:27])[C:23]([NH:1][C:2]1[S:3][CH:4]=[CH:5][C:6]=1[C:7]([O:9][C:10]([CH3:13])([CH3:12])[CH3:11])=[O:8])=[O:24]. The catalyst class is: 2. (2) Reactant: [C:1]1([CH2:7][CH2:8][C:9]2[CH:14]=[CH:13][N:12]=[C:11]3[NH:15][N:16]=[C:17]([O:18][C@@H:19]4[O:45][C@H:44]([CH2:46][O:47]C(=O)C(C)(C)C)[C@@H:36]([O:37]C(=O)C(C)(C)C)[C@H:28]([O:29]C(=O)C(C)(C)C)[C@H:20]4[O:21]C(=O)C(C)(C)C)[C:10]=23)[CH:6]=[CH:5][CH:4]=[CH:3][CH:2]=1.C[O-].[Na+].C(O)(=O)C. Product: [C@@H:19]1([O:18][C:17]2[C:10]3[C:11](=[N:12][CH:13]=[CH:14][C:9]=3[CH2:8][CH2:7][C:1]3[CH:6]=[CH:5][CH:4]=[CH:3][CH:2]=3)[NH:15][N:16]=2)[O:45][C@H:44]([CH2:46][OH:47])[C@@H:36]([OH:37])[C@H:28]([OH:29])[C@H:20]1[OH:21]. The catalyst class is: 5.